Dataset: Catalyst prediction with 721,799 reactions and 888 catalyst types from USPTO. Task: Predict which catalyst facilitates the given reaction. (1) Reactant: [CH2:1]([O:3][CH2:4][C:5]1[N:6]([N:18]=[CH:19][CH2:20][CH:21]([CH3:23])[CH3:22])[C:7]2[C:16]3[CH:15]=[CH:14][CH:13]=[CH:12][C:11]=3[N:10]=[CH:9][C:8]=2[N:17]=1)[CH3:2].[BH4-].[Na+]. Product: [CH2:1]([O:3][CH2:4][C:5]1[N:6]([NH:18][CH2:19][CH2:20][CH:21]([CH3:22])[CH3:23])[C:7]2[C:16]3[CH:15]=[CH:14][CH:13]=[CH:12][C:11]=3[N:10]=[CH:9][C:8]=2[N:17]=1)[CH3:2]. The catalyst class is: 5. (2) Reactant: C[O:2][C:3](=[O:18])[C:4]1[CH:9]=[CH:8][CH:7]=[C:6]([NH:10][C:11]2[CH:16]=[CH:15][C:14]([Cl:17])=[CH:13][N:12]=2)[CH:5]=1.[OH-].[Na+]. Product: [Cl:17][C:14]1[CH:15]=[CH:16][C:11]([NH:10][C:6]2[CH:5]=[C:4]([CH:9]=[CH:8][CH:7]=2)[C:3]([OH:18])=[O:2])=[N:12][CH:13]=1. The catalyst class is: 200. (3) Reactant: [Br-].[Br:2][C:3]1[CH:28]=[CH:27][C:6]([CH2:7][P+](C2C=CC=CC=2)(C2C=CC=CC=2)C2C=CC=CC=2)=[CH:5][CH:4]=1.C[Si]([N-][Si](C)(C)C)(C)C.[Li+].[CH3:39][CH:40]([CH3:54])[CH2:41][C:42]([C:44]1[CH:53]=[CH:52][C:47]([C:48]([O:50][CH3:51])=[O:49])=[CH:46][CH:45]=1)=O. Product: [Br:2][C:3]1[CH:4]=[CH:5][C:6]([CH:7]=[C:42]([C:44]2[CH:45]=[CH:46][C:47]([C:48]([O:50][CH3:51])=[O:49])=[CH:52][CH:53]=2)[CH2:41][CH:40]([CH3:54])[CH3:39])=[CH:27][CH:28]=1. The catalyst class is: 727. (4) The catalyst class is: 113. Product: [CH3:20][O:19][C:10]1[CH:9]=[C:8]([C:6]2[N:22]=[C:21]([C:24]3[C:25]([C:31]([F:32])([F:34])[F:33])=[N+:26]([O-:30])[CH:27]=[CH:28][CH:29]=3)[O:23][CH:5]=2)[CH:13]=[C:12]([N+:14]([O-:16])=[O:15])[C:11]=1[O:17][CH3:18]. Reactant: C(O[CH2:5][C:6]([C:8]1[CH:13]=[C:12]([N+:14]([O-:16])=[O:15])[C:11]([O:17][CH3:18])=[C:10]([O:19][CH3:20])[CH:9]=1)=O)(=O)C.[C:21]([C:24]1[C:25]([C:31]([F:34])([F:33])[F:32])=[N+:26]([O-:30])[CH:27]=[CH:28][CH:29]=1)(=[O:23])[NH2:22].B(F)(F)F.CCOCC. (5) Reactant: [CH3:1][C@@:2]([S:34]([CH3:37])(=[O:36])=[O:35])([CH2:13][CH2:14][N:15]1[CH:20]=[CH:19][C:18]([C:21]2[CH:26]=[CH:25][C:24]([CH:27]3[CH2:32][CH2:31][O:30][CH2:29][CH2:28]3)=[CH:23][CH:22]=2)=[CH:17][C:16]1=[O:33])[C:3]([NH:5][O:6]C1CCCCO1)=[O:4].Cl. Product: [OH:6][NH:5][C:3](=[O:4])[C@:2]([CH3:1])([S:34]([CH3:37])(=[O:36])=[O:35])[CH2:13][CH2:14][N:15]1[CH:20]=[CH:19][C:18]([C:21]2[CH:22]=[CH:23][C:24]([CH:27]3[CH2:28][CH2:29][O:30][CH2:31][CH2:32]3)=[CH:25][CH:26]=2)=[CH:17][C:16]1=[O:33]. The catalyst class is: 41.